Dataset: NCI-60 drug combinations with 297,098 pairs across 59 cell lines. Task: Regression. Given two drug SMILES strings and cell line genomic features, predict the synergy score measuring deviation from expected non-interaction effect. (1) Drug 1: CC1=C(C=C(C=C1)NC2=NC=CC(=N2)N(C)C3=CC4=NN(C(=C4C=C3)C)C)S(=O)(=O)N.Cl. Drug 2: CN(C(=O)NC(C=O)C(C(C(CO)O)O)O)N=O. Cell line: MALME-3M. Synergy scores: CSS=-0.155, Synergy_ZIP=-1.97, Synergy_Bliss=-9.19, Synergy_Loewe=-9.10, Synergy_HSA=-7.78. (2) Drug 1: C1=CC(=CC=C1CCC2=CNC3=C2C(=O)NC(=N3)N)C(=O)NC(CCC(=O)O)C(=O)O. Drug 2: COC1=NC(=NC2=C1N=CN2C3C(C(C(O3)CO)O)O)N. Cell line: DU-145. Synergy scores: CSS=14.5, Synergy_ZIP=-1.86, Synergy_Bliss=-0.120, Synergy_Loewe=-15.4, Synergy_HSA=-1.79.